Predict the reaction yield, written as a fraction of the theoretical maximum amount of product (1.0 means a 100% yield; for example, 0.34 means a 34% yield). From a dataset of Reaction yield outcomes from USPTO patents with 853,638 reactions. (1) The reactants are Br[C:2]1[CH:3]=[C:4]([C@:8]2([CH3:24])[CH2:13][C:12](=[O:14])[N:11]([CH3:15])[C:10](=[N:16][C:17](=[O:23])[O:18][C:19]([CH3:22])([CH3:21])[CH3:20])[NH:9]2)[CH:5]=[CH:6][CH:7]=1.[Cl:25][C:26]1[CH:27]=[CH:28][C:29]([OH:35])=[C:30](B(O)O)[CH:31]=1.C([O-])([O-])=O.[K+].[K+]. The catalyst is C(COC)OC.C(O)(C)(C)C.[Pd]. The product is [Cl:25][C:26]1[CH:31]=[C:30]([C:2]2[CH:3]=[C:4]([C@:8]3([CH3:24])[CH2:13][C:12](=[O:14])[N:11]([CH3:15])[C:10](=[N:16][C:17](=[O:23])[O:18][C:19]([CH3:21])([CH3:22])[CH3:20])[NH:9]3)[CH:5]=[CH:6][CH:7]=2)[C:29]([OH:35])=[CH:28][CH:27]=1. The yield is 0.480. (2) The reactants are [CH3:1][C:2]1[S:6][CH:5]=[N:4][C:3]=1[CH:7]([OH:9])[CH3:8].[Br:10]N1C(=O)CCC1=O.C1(C(OOC(=O)C2C=CC=CC=2)=O)C=CC=CC=1. The catalyst is C(Cl)(Cl)(Cl)Cl. The product is [Br:10][CH2:1][C:2]1[S:6][CH:5]=[N:4][C:3]=1[C:7](=[O:9])[CH3:8]. The yield is 0.400. (3) The reactants are Br[C:2]1[CH:7]=[CH:6][N:5]=[CH:4][CH:3]=1.[Br:8][C:9]1[CH:17]=[C:16](B(O)O)[C:12]2[O:13][CH2:14][CH2:15][C:11]=2[CH:10]=1.C([O-])([O-])=O.[Na+].[Na+].[NH4+].[Cl-]. The catalyst is COCCOC.CCO.COCCOC.C1C=CC([P]([Pd]([P](C2C=CC=CC=2)(C2C=CC=CC=2)C2C=CC=CC=2)([P](C2C=CC=CC=2)(C2C=CC=CC=2)C2C=CC=CC=2)[P](C2C=CC=CC=2)(C2C=CC=CC=2)C2C=CC=CC=2)(C2C=CC=CC=2)C2C=CC=CC=2)=CC=1. The product is [Br:8][C:9]1[CH:17]=[C:16]([C:2]2[CH:7]=[CH:6][N:5]=[CH:4][CH:3]=2)[C:12]2[O:13][CH2:14][CH2:15][C:11]=2[CH:10]=1. The yield is 0.760. (4) The reactants are [NH:1]1[CH2:5][CH2:4][C@H:3]([NH:6][C:7]2[C:16]3[C:11](=[CH:12][CH:13]=[CH:14][CH:15]=3)[N:10]=[CH:9][CH:8]=2)[CH2:2]1.C(N(CC)CC)C.ClCCl.[CH3:27][CH:28]([CH3:34])/[CH:29]=[CH:30]/[C:31](Cl)=[O:32].ClCCl.C1(C)C(S(Cl)(=O)=O)=CC=CC=1. No catalyst specified. The product is [CH3:27][CH:28]([CH3:34])/[CH:29]=[CH:30]/[C:31]([N:1]1[CH2:5][CH2:4][C@H:3]([NH:6][C:7]2[C:16]3[C:11](=[CH:12][CH:13]=[CH:14][CH:15]=3)[N:10]=[CH:9][CH:8]=2)[CH2:2]1)=[O:32]. The yield is 0.390. (5) The product is [Cl:1][C:2]1[NH:3][C:4](=[O:13])[C:5]2[CH:10]=[CH:9][N:8]([CH3:11])[C:6]=2[N:7]=1. The reactants are [Cl:1][C:2]1[N:3]=[C:4](Cl)[C:5]2[CH:10]=[CH:9][N:8]([CH3:11])[C:6]=2[N:7]=1.[OH-:13].[K+].Cl. No catalyst specified. The yield is 1.00. (6) The reactants are [CH3:1][O:2][C:3](=[O:13])[CH:4](Br)[C:5]1[CH:10]=[CH:9][CH:8]=[CH:7][C:6]=1[F:11].[NH2:14][C:15]1[CH:20]=[CH:19][CH:18]=[CH:17][CH:16]=1.C(N(C(C)C)C(C)C)C. The catalyst is C(#N)C. The product is [CH3:1][O:2][C:3](=[O:13])[CH:4]([C:5]1[CH:10]=[CH:9][CH:8]=[CH:7][C:6]=1[F:11])[NH:14][C:15]1[CH:20]=[CH:19][CH:18]=[CH:17][CH:16]=1. The yield is 1.00. (7) The reactants are Cl[C:2]1[N:7]=[CH:6][C:5]([S:8]([C:11]2[N:15]([C:16]3[CH:21]=[CH:20][CH:19]=[CH:18][C:17]=3[CH3:22])[N:14]=[C:13]([C:23]([NH:25][CH3:26])=[O:24])[CH:12]=2)(=[O:10])=[O:9])=[CH:4][CH:3]=1.[CH3:27]B(O)O.C(=O)([O-])[O-].[K+].[K+].C1(OC)CCCC1. The catalyst is [Pd].C1(P(C2C=CC=CC=2)C2C=CC=CC=2)C=CC=CC=1.C1(P(C2C=CC=CC=2)C2C=CC=CC=2)C=CC=CC=1.C1(P(C2C=CC=CC=2)C2C=CC=CC=2)C=CC=CC=1.C1(P(C2C=CC=CC=2)C2C=CC=CC=2)C=CC=CC=1.O.O1CCCC1. The product is [CH3:26][NH:25][C:23]([C:13]1[CH:12]=[C:11]([S:8]([C:5]2[CH:6]=[N:7][C:2]([CH3:27])=[CH:3][CH:4]=2)(=[O:10])=[O:9])[N:15]([C:16]2[CH:21]=[CH:20][CH:19]=[CH:18][C:17]=2[CH3:22])[N:14]=1)=[O:24]. The yield is 0.460.